This data is from Catalyst prediction with 721,799 reactions and 888 catalyst types from USPTO. The task is: Predict which catalyst facilitates the given reaction. (1) Reactant: [Br:1][C:2]1[C:11]2[C:10](=[O:12])[C:9](Br)=[CH:8][C:7](=[O:14])[C:6]=2[N:5]=[CH:4][CH:3]=1.CN(C)[N:17]=[CH:18][C:19](=[CH2:21])[CH3:20]. Product: [Br:1][C:2]1[C:11]2[C:10](=[O:12])[C:9]3[N:17]=[CH:18][C:19]([CH3:21])=[CH:20][C:8]=3[C:7](=[O:14])[C:6]=2[N:5]=[CH:4][CH:3]=1. The catalyst class is: 26. (2) Reactant: [H-].[Na+].[C:3]([O:11][CH2:12][CH3:13])(=[O:10])[CH2:4][C:5]([O:7][CH2:8][CH3:9])=[O:6].[CH3:14][C:15]1[O:19][C:18]([C:20]2[CH:25]=[CH:24][C:23]([CH3:26])=[CH:22][CH:21]=2)=[N:17][C:16]=1[CH2:27][C:28]1[CH:29]=[C:30]([CH:33]=[CH:34][CH:35]=1)[CH2:31]Br. Product: [CH3:14][C:15]1[O:19][C:18]([C:20]2[CH:21]=[CH:22][C:23]([CH3:26])=[CH:24][CH:25]=2)=[N:17][C:16]=1[CH2:27][C:28]1[CH:29]=[C:30]([CH:33]=[CH:34][CH:35]=1)[CH2:31][CH:4]([C:5]([O:7][CH2:8][CH3:9])=[O:6])[C:3]([O:11][CH2:12][CH3:13])=[O:10]. The catalyst class is: 213. (3) Reactant: [N+:1]([C:4]1[CH:9]=[CH:8][C:7]([CH:10]2[CH2:15][CH2:14][NH:13][CH2:12][CH2:11]2)=[CH:6][CH:5]=1)([O-:3])=[O:2].[C:16]1(=O)[CH2:20][CH2:19][CH2:18][CH2:17]1.C(O)(=O)C.[BH3-]C#N.[Na+]. Product: [CH:16]1([N:13]2[CH2:12][CH2:11][CH:10]([C:7]3[CH:8]=[CH:9][C:4]([N+:1]([O-:3])=[O:2])=[CH:5][CH:6]=3)[CH2:15][CH2:14]2)[CH2:20][CH2:19][CH2:18][CH2:17]1. The catalyst class is: 5. (4) Reactant: [NH2:1][C:2]1([CH3:16])[C:6]2([CH2:8][CH2:7]2)[CH2:5][N:4](CC2C=CC=CC=2)[CH2:3]1.[ClH:17]. Product: [ClH:17].[ClH:17].[NH2:1][C:2]1([CH3:16])[C:6]2([CH2:8][CH2:7]2)[CH2:5][NH:4][CH2:3]1. The catalyst class is: 352. (5) Reactant: [C:1]([C:3]1[C:4]([C:38]([OH:40])=[O:39])=[N:5][C:6]([C:9]2[CH:14]=[CH:13][C:12]([O:15][CH3:16])=[C:11]([CH:17]3[C:30]4[C:29](=[O:31])[CH2:28][C:27]([CH3:33])([CH3:32])[CH2:26][C:25]=4[O:24][C:23]4[CH2:22][C:21]([CH3:35])([CH3:34])[CH2:20][C:19](=[O:36])[C:18]3=4)[C:10]=2[CH3:37])=[CH:7][CH:8]=1)#[CH:2].[H][H].ClCCl. Product: [CH2:1]([C:3]1[C:4]([C:38]([OH:40])=[O:39])=[N:5][C:6]([C:9]2[CH:14]=[CH:13][C:12]([O:15][CH3:16])=[C:11]([CH:17]3[C:30]4[C:29](=[O:31])[CH2:28][C:27]([CH3:32])([CH3:33])[CH2:26][C:25]=4[O:24][C:23]4[CH2:22][C:21]([CH3:34])([CH3:35])[CH2:20][C:19](=[O:36])[C:18]3=4)[C:10]=2[CH3:37])=[CH:7][CH:8]=1)[CH3:2]. The catalyst class is: 129. (6) Reactant: C[O:2][C:3]1[CH:15]=[CH:14][C:13]2[C:12]3[C:7](=[CH:8][CH:9]=[CH:10][CH:11]=3)[N:6]([C:16]3[CH:21]=[CH:20][CH:19]=[CH:18][N:17]=3)[C:5]=2[CH:4]=1.Cl.[NH+]1C=CC=CC=1. Product: [N:17]1[CH:18]=[CH:19][CH:20]=[CH:21][C:16]=1[N:6]1[C:5]2[CH:4]=[C:3]([OH:2])[CH:15]=[CH:14][C:13]=2[C:12]2[C:7]1=[CH:8][CH:9]=[CH:10][CH:11]=2. The catalyst class is: 6. (7) Reactant: [S:1]1[CH:5]=[CH:4][CH:3]=[C:2]1[C:6]#[C:7][CH2:8][OH:9]. Product: [S:1]1[CH:5]=[CH:4][CH:3]=[C:2]1[CH2:6][CH2:7][CH2:8][OH:9]. The catalyst class is: 586. (8) Reactant: S(O)(O)(=O)=O.[CH3:6][S:7][C:8](=[NH:10])[NH2:9].Cl[C:12]([O:14][CH2:15][CH3:16])=[O:13].[OH-:17].[Na+]. Product: [C:12]([NH:10][C:8](=[N:9][C:12]([O:14][CH2:15][CH3:16])=[O:17])[S:7][CH3:6])([O:14][CH2:15][CH3:16])=[O:13]. The catalyst class is: 6. (9) Reactant: C[O:2][C:3]([C:5]1[C:10]([NH:11][C:12]2[CH:13]=[N:14][CH:15]=[N:16][CH:17]=2)=[N:9][CH:8]=[C:7]([CH:18]2[CH2:20][CH2:19]2)[N:6]=1)=[O:4].[Li+].[OH-]. Product: [CH:18]1([C:7]2[N:6]=[C:5]([C:3]([OH:4])=[O:2])[C:10]([NH:11][C:12]3[CH:13]=[N:14][CH:15]=[N:16][CH:17]=3)=[N:9][CH:8]=2)[CH2:19][CH2:20]1. The catalyst class is: 36. (10) Reactant: O(S(C(F)(F)F)(=O)=O)S(C(F)(F)F)(=O)=O.[C:16]([NH:19][NH:20][C:21]([C@@H:23]1[CH2:29][CH2:28][C@@H:27]2[CH2:30][N:24]1[C:25](=[O:39])[N:26]2[O:31][CH2:32][C:33]1[CH:38]=[CH:37][CH:36]=[CH:35][CH:34]=1)=[O:22])(=O)[CH3:17].N1C=CC=CC=1. Product: [CH2:32]([O:31][N:26]1[C:25](=[O:39])[N:24]2[CH2:30][C@H:27]1[CH2:28][CH2:29][C@H:23]2[C:21]1[O:22][C:16]([CH3:17])=[N:19][N:20]=1)[C:33]1[CH:38]=[CH:37][CH:36]=[CH:35][CH:34]=1. The catalyst class is: 2.